From a dataset of Full USPTO retrosynthesis dataset with 1.9M reactions from patents (1976-2016). Predict the reactants needed to synthesize the given product. Given the product [ClH:41].[N:8]1([C:5]2[CH:6]=[CH:7][C:2]([NH:1][S:38]([C:35]3[CH:36]=[CH:37][C:32]([C:42]4[CH:47]=[CH:46][CH:45]=[CH:44][CH:43]=4)=[CH:33][CH:34]=3)(=[O:40])=[O:39])=[C:3]([NH:22][S:23]([C:26]3[CH:27]=[CH:28][CH:29]=[CH:30][CH:31]=3)(=[O:25])=[O:24])[CH:4]=2)[CH2:14][CH2:13][CH2:12][NH:11][CH2:10][CH2:9]1, predict the reactants needed to synthesize it. The reactants are: [NH2:1][C:2]1[CH:7]=[CH:6][C:5]([N:8]2[CH2:14][CH2:13][CH2:12][N:11](C(OC(C)(C)C)=O)[CH2:10][CH2:9]2)=[CH:4][C:3]=1[NH:22][S:23]([C:26]1[CH:31]=[CH:30][CH:29]=[CH:28][CH:27]=1)(=[O:25])=[O:24].[C:32]1([C:42]2[CH:47]=[CH:46][CH:45]=[CH:44][CH:43]=2)[CH:37]=[CH:36][C:35]([S:38]([Cl:41])(=[O:40])=[O:39])=[CH:34][CH:33]=1.